From a dataset of Forward reaction prediction with 1.9M reactions from USPTO patents (1976-2016). Predict the product of the given reaction. (1) Given the reactants [CH3:1][O:2][C:3]([C@@H:5]1[CH2:9][S:8][C:7]([CH:10]([NH:13][C:14]([C:16]2[C:17]3[CH:24]=[N:23][N:22]([C:25]4[CH:30]=[CH:29][C:28]([F:31])=[CH:27][CH:26]=4)[C:18]=3[CH:19]=[N:20][CH:21]=2)=[O:15])[CH2:11][CH3:12])=[N:6]1)=[O:4].C1CCN2C(=NCCC2)CC1.BrC(Cl)(Cl)Cl, predict the reaction product. The product is: [CH3:1][O:2][C:3]([C:5]1[N:6]=[C:7]([CH:10]([NH:13][C:14]([C:16]2[C:17]3[CH:24]=[N:23][N:22]([C:25]4[CH:30]=[CH:29][C:28]([F:31])=[CH:27][CH:26]=4)[C:18]=3[CH:19]=[N:20][CH:21]=2)=[O:15])[CH2:11][CH3:12])[S:8][CH:9]=1)=[O:4]. (2) Given the reactants [Br:1][C:2]1[CH:3]=[N:4][CH:5]=[CH:6][C:7]=1[CH:8]=[O:9].[BH4-].[Na+], predict the reaction product. The product is: [Br:1][C:2]1[CH:3]=[N:4][CH:5]=[CH:6][C:7]=1[CH2:8][OH:9]. (3) Given the reactants C(Cl)(=O)C(Cl)=O.CS(C)=O.[C:11]([N:18]1[CH2:23][CH2:22][C:21]([CH2:26][CH3:27])([CH2:24][OH:25])[CH2:20][CH2:19]1)([O:13][C:14]([CH3:17])([CH3:16])[CH3:15])=[O:12].C(N(CC)CC)C, predict the reaction product. The product is: [C:11]([N:18]1[CH2:23][CH2:22][C:21]([CH2:26][CH3:27])([CH:24]=[O:25])[CH2:20][CH2:19]1)([O:13][C:14]([CH3:17])([CH3:16])[CH3:15])=[O:12]. (4) Given the reactants [CH2:1]([C:3]1[C:11]2[C:6](=[CH:7][CH:8]=[CH:9][C:10]=2[NH:12][C:13]([C:15]2[N:19]3[CH:20]=[CH:21][C:22]([C:24](O)=[O:25])=[CH:23][C:18]3=[N:17][CH:16]=2)=[O:14])[N:5]([CH2:27][C:28]2[CH:33]=[CH:32][CH:31]=[C:30]([CH3:34])[N:29]=2)[N:4]=1)[CH3:2].[NH:35]([C:37]([O:39][C:40]([CH3:43])([CH3:42])[CH3:41])=[O:38])[NH2:36].Cl.C(N=C=NCCCN(C)C)C.C(N(CC)CC)C, predict the reaction product. The product is: [CH2:1]([C:3]1[C:11]2[C:6](=[CH:7][CH:8]=[CH:9][C:10]=2[NH:12][C:13]([C:15]2[N:19]3[CH:20]=[CH:21][C:22]([C:24]([NH:36][NH:35][C:37]([O:39][C:40]([CH3:43])([CH3:42])[CH3:41])=[O:38])=[O:25])=[CH:23][C:18]3=[N:17][CH:16]=2)=[O:14])[N:5]([CH2:27][C:28]2[CH:33]=[CH:32][CH:31]=[C:30]([CH3:34])[N:29]=2)[N:4]=1)[CH3:2]. (5) The product is: [CH2:17]([O:20][C:13]1[CH:12]=[CH:8][CH:7]=[C:6]([O:10][CH3:11])[C:3]=1[CH:4]=[O:5])[CH3:18]. Given the reactants OC1C=[CH:8][CH:7]=[C:6]([O:10][CH3:11])[C:3]=1[CH:4]=[O:5].[CH2:12](I)[CH3:13].[H-].[Na+].[CH:17]([O:20]C(C)C)(C)[CH3:18], predict the reaction product.